Task: Predict the reaction yield, written as a fraction of the theoretical maximum amount of product (1.0 means a 100% yield; for example, 0.34 means a 34% yield).. Dataset: Reaction yield outcomes from USPTO patents with 853,638 reactions (1) The reactants are [O:1]1[CH2:5][CH2:4][CH2:3][CH2:2]1.BrC1C=C[C:10]([S:13][C:14]2[CH:19]=[CH:18][CH:17]=[CH:16][CH:15]=2)=[N:11][CH:12]=1.C([Li])CCC.CN(C)C=O. The catalyst is O. The product is [C:14]1([S:13][C:10]2[N:11]=[CH:12][C:4]([CH:5]=[O:1])=[CH:3][CH:2]=2)[CH:19]=[CH:18][CH:17]=[CH:16][CH:15]=1. The yield is 0.320. (2) The reactants are F[C:2]1[CH:10]=[CH:9][CH:8]=[C:7]2[C:3]=1[C:4](=[O:18])[N:5]([CH2:12][C:13]1[S:17][CH:16]=[N:15][CH:14]=1)[C:6]2=[O:11].[CH3:19][O:20][C:21]1[CH:36]=[CH:35][CH:34]=[CH:33][C:22]=1[CH2:23][NH:24][C:25]([C@@H:27]1[CH2:32][CH2:31][CH2:30][NH:29][CH2:28]1)=[O:26].C(=O)([O-])[O-].[Cs+].[Cs+]. The catalyst is CS(C)=O.O. The product is [CH3:19][O:20][C:21]1[CH:36]=[CH:35][CH:34]=[CH:33][C:22]=1[CH2:23][NH:24][C:25]([C@@H:27]1[CH2:32][CH2:31][CH2:30][N:29]([C:2]2[CH:10]=[CH:9][CH:8]=[C:7]3[C:3]=2[C:4](=[O:18])[N:5]([CH2:12][C:13]2[S:17][CH:16]=[N:15][CH:14]=2)[C:6]3=[O:11])[CH2:28]1)=[O:26]. The yield is 0.230. (3) The reactants are [CH:1]([C:3]1[S:4][CH:5]=[C:6]([C:17]2[CH:22]=[CH:21][C:20]([O:23][CH3:24])=[CH:19][CH:18]=2)[C:7]=1[C:8]1[CH:15]=[CH:14][C:11]([C:12]#[N:13])=[CH:10][C:9]=1[CH3:16])=O.[C:25]([CH:30]=P(C1C=CC=CC=1)(C1C=CC=CC=1)C1C=CC=CC=1)([O:27][CH2:28][CH3:29])=[O:26]. The catalyst is C1(C)C=CC=CC=1. The product is [C:12]([C:11]1[CH:14]=[CH:15][C:8]([C:7]2[C:6]([C:17]3[CH:22]=[CH:21][C:20]([O:23][CH3:24])=[CH:19][CH:18]=3)=[CH:5][S:4][C:3]=2/[CH:1]=[CH:30]/[C:25]([O:27][CH2:28][CH3:29])=[O:26])=[C:9]([CH3:16])[CH:10]=1)#[N:13]. The yield is 1.00. (4) The reactants are Cl.[NH2:2][C:3]1[C:4]2[C:14]([O:15][CH2:16][C@H:17]3[CH2:22][CH2:21][CH2:20][CH2:19][NH2+:18]3)=[CH:13][CH:12]=[CH:11][C:5]=2[NH:6][S:7](=[O:10])(=[O:9])[N:8]=1.[CH3:23][O:24][C:25]1[CH:30]=[CH:29][C:28]([CH2:31][C:32](Cl)=[O:33])=[CH:27][CH:26]=1. No catalyst specified. The product is [NH2:2][C:3]1[C:4]2[C:14]([O:15][CH2:16][C@H:17]3[CH2:22][CH2:21][CH2:20][CH2:19][N:18]3[C:32](=[O:33])[CH2:31][C:28]3[CH:29]=[CH:30][C:25]([O:24][CH3:23])=[CH:26][CH:27]=3)=[CH:13][CH:12]=[CH:11][C:5]=2[NH:6][S:7](=[O:9])(=[O:10])[N:8]=1. The yield is 0.140. (5) The yield is 0.400. The reactants are [N:1]1([C:7]2[C:8]3[N:16]=[C:15]([C:17]4[CH:18]=[N:19][CH:20]=[CH:21][CH:22]=4)[S:14][C:9]=3[N:10]=[C:11]([NH2:13])[N:12]=2)[CH2:6][CH2:5][NH:4][CH2:3][CH2:2]1.[CH3:23][O:24][C:25]1[CH:34]=[CH:33][C:28]([CH2:29][N:30]=[C:31]=[O:32])=[CH:27][CH:26]=1. The product is [NH2:13][C:11]1[N:12]=[C:7]([N:1]2[CH2:6][CH2:5][N:4]([C:31]([NH:30][CH2:29][C:28]3[CH:33]=[CH:34][C:25]([O:24][CH3:23])=[CH:26][CH:27]=3)=[O:32])[CH2:3][CH2:2]2)[C:8]2[N:16]=[C:15]([C:17]3[CH:18]=[N:19][CH:20]=[CH:21][CH:22]=3)[S:14][C:9]=2[N:10]=1. No catalyst specified.